Regression. Given two drug SMILES strings and cell line genomic features, predict the synergy score measuring deviation from expected non-interaction effect. From a dataset of NCI-60 drug combinations with 297,098 pairs across 59 cell lines. (1) Drug 1: C1=CC(=CC=C1CCCC(=O)O)N(CCCl)CCCl. Drug 2: COC1=NC(=NC2=C1N=CN2C3C(C(C(O3)CO)O)O)N. Cell line: M14. Synergy scores: CSS=21.4, Synergy_ZIP=1.49, Synergy_Bliss=7.46, Synergy_Loewe=-10.3, Synergy_HSA=-1.05. (2) Drug 1: CC(CN1CC(=O)NC(=O)C1)N2CC(=O)NC(=O)C2. Drug 2: C(CN)CNCCSP(=O)(O)O. Cell line: OVCAR3. Synergy scores: CSS=11.1, Synergy_ZIP=2.79, Synergy_Bliss=7.33, Synergy_Loewe=-5.86, Synergy_HSA=1.09. (3) Drug 1: CC1=C(C=C(C=C1)NC(=O)C2=CC=C(C=C2)CN3CCN(CC3)C)NC4=NC=CC(=N4)C5=CN=CC=C5. Drug 2: CC1C(C(CC(O1)OC2CC(CC3=C2C(=C4C(=C3O)C(=O)C5=CC=CC=C5C4=O)O)(C(=O)C)O)N)O. Cell line: OVCAR-4. Synergy scores: CSS=24.2, Synergy_ZIP=0.00374, Synergy_Bliss=0.918, Synergy_Loewe=-29.3, Synergy_HSA=1.01.